This data is from Reaction yield outcomes from USPTO patents with 853,638 reactions. The task is: Predict the reaction yield, written as a fraction of the theoretical maximum amount of product (1.0 means a 100% yield; for example, 0.34 means a 34% yield). (1) The reactants are [F:1][C:2]([S:5][C:6]1[CH:11]=[CH:10][CH:9]=[CH:8][C:7]=1I)([F:4])[F:3].[CH:13]1([C:16]#[CH:17])[CH2:15][CH2:14]1. The catalyst is C(N(CC)CC)C.Cl[Pd](Cl)([P](C1C=CC=CC=1)(C1C=CC=CC=1)C1C=CC=CC=1)[P](C1C=CC=CC=1)(C1C=CC=CC=1)C1C=CC=CC=1.[Cu]I. The product is [CH:13]1([C:16]#[C:17][C:7]2[CH:8]=[CH:9][CH:10]=[CH:11][C:6]=2[S:5][C:2]([F:4])([F:3])[F:1])[CH2:15][CH2:14]1. The yield is 0.780. (2) The reactants are [NH2:1][C:2]1[CH:7]=[CH:6][C:5]([CH3:8])=[CH:4][CH:3]=1.C(=O)([O-])[O-].[K+].[K+].[C:15](Cl)(=[O:17])[CH3:16]. The catalyst is C(OCC)(=O)C.O. The product is [CH3:8][C:5]1[CH:6]=[CH:7][C:2]([NH:1][C:15]([CH3:16])=[O:17])=[CH:3][CH:4]=1. The yield is 0.930. (3) The reactants are [NH2:1][C:2]1[CH:3]=[C:4]([CH2:8][C:9]#[N:10])[CH:5]=[CH:6][CH:7]=1.[C:11](Cl)(=[O:13])[CH3:12]. No catalyst specified. The product is [C:9]([CH2:8][C:4]1[CH:3]=[C:2]([NH:1][C:11](=[O:13])[CH3:12])[CH:7]=[CH:6][CH:5]=1)#[N:10]. The yield is 0.850. (4) The reactants are C[O:2][C:3]1[CH:8]=[CH:7][C:6]([C:9]2([CH2:15][N:16]3[CH2:21][CH2:20][O:19][CH2:18][CH2:17]3)[CH2:14][CH2:13][O:12][CH2:11][CH2:10]2)=[CH:5][CH:4]=1.C[S-].[Na+]. No catalyst specified. The product is [N:16]1([CH2:15][C:9]2([C:6]3[CH:5]=[CH:4][C:3]([OH:2])=[CH:8][CH:7]=3)[CH2:14][CH2:13][O:12][CH2:11][CH2:10]2)[CH2:17][CH2:18][O:19][CH2:20][CH2:21]1. The yield is 0.750. (5) The reactants are N[C:2]1[C:7]([O:8][CH3:9])=[CH:6][C:5]([F:10])=[CH:4][C:3]=1[C:11](=[O:13])[CH3:12].N([O-])=O.[Na+].[BrH:18]. The catalyst is [Cu](Br)Br. The product is [Br:18][C:2]1[C:7]([O:8][CH3:9])=[CH:6][C:5]([F:10])=[CH:4][C:3]=1[C:11](=[O:13])[CH3:12]. The yield is 0.610. (6) The reactants are [NH2:1][C:2]1[CH:3]=[CH:4][C:5]2[S:9][C:8]([CH3:10])=[N:7][C:6]=2[CH:11]=1.[C:12]1([N:18]2[C:28]3[C:23](=[CH:24][CH:25]=[CH:26][CH:27]=3)[C:21](=O)[C:19]2=[O:20])[CH:17]=[CH:16][CH:15]=[CH:14][CH:13]=1. No catalyst specified. The product is [CH3:10][C:8]1[S:9][C:5]2[CH:4]=[CH:3][C:2]([N:1]=[C:21]3[C:23]4[C:28](=[CH:27][CH:26]=[CH:25][CH:24]=4)[N:18]([C:12]4[CH:13]=[CH:14][CH:15]=[CH:16][CH:17]=4)[C:19]3=[O:20])=[CH:11][C:6]=2[N:7]=1. The yield is 0.323.